From a dataset of Reaction yield outcomes from USPTO patents with 853,638 reactions. Predict the reaction yield, written as a fraction of the theoretical maximum amount of product (1.0 means a 100% yield; for example, 0.34 means a 34% yield). (1) The reactants are Cl.[NH2:2][C:3]1[C:4]2[C:14]([O:15][CH2:16][C@H:17]3[CH2:22][CH2:21][CH2:20][CH2:19][NH2+:18]3)=[CH:13][CH:12]=[CH:11][C:5]=2[NH:6][S:7](=[O:10])(=[O:9])[N:8]=1.[CH3:23][O:24][C:25]1[CH:30]=[CH:29][C:28]([CH2:31][C:32](Cl)=[O:33])=[CH:27][CH:26]=1. No catalyst specified. The product is [NH2:2][C:3]1[C:4]2[C:14]([O:15][CH2:16][C@H:17]3[CH2:22][CH2:21][CH2:20][CH2:19][N:18]3[C:32](=[O:33])[CH2:31][C:28]3[CH:29]=[CH:30][C:25]([O:24][CH3:23])=[CH:26][CH:27]=3)=[CH:13][CH:12]=[CH:11][C:5]=2[NH:6][S:7](=[O:9])(=[O:10])[N:8]=1. The yield is 0.140. (2) The reactants are [CH2:1]([O:8][C@H:9]1[CH2:13][N:12]([C:14]([O:16][C:17]([CH3:20])([CH3:19])[CH3:18])=[O:15])[C@H:11]([C:21]([O:23]C)=[O:22])[CH2:10]1)[C:2]1[CH:7]=[CH:6][CH:5]=[CH:4][CH:3]=1.[OH-].[Na+]. The catalyst is CO.C1COCC1. The product is [CH2:1]([O:8][C@H:9]1[CH2:13][N:12]([C:14]([O:16][C:17]([CH3:19])([CH3:20])[CH3:18])=[O:15])[C@H:11]([C:21]([OH:23])=[O:22])[CH2:10]1)[C:2]1[CH:7]=[CH:6][CH:5]=[CH:4][CH:3]=1. The yield is 0.760. (3) The reactants are [NH2:1][C:2]1[CH:3]=[C:4]([C:9]2[S:13][C:12]([C:14]3([OH:18])[CH2:17][CH2:16][CH2:15]3)=[N:11][CH:10]=2)[CH:5]=[C:6]([CH3:8])[CH:7]=1.C(=O)([O-])[O-].[Cs+].[Cs+].Cl[C:26]1[N:31]=[C:30]([O:32][CH:33]2[CH2:36][N:35]([C:37]([O:39][C:40]([CH3:43])([CH3:42])[CH3:41])=[O:38])[CH2:34]2)[CH:29]=[CH:28][N:27]=1.CC1(C)C2C(=C(P(C3C=CC=CC=3)C3C=CC=CC=3)C=CC=2)OC2C(P(C3C=CC=CC=3)C3C=CC=CC=3)=CC=CC1=2. The catalyst is C([O-])(=O)C.[Pd+2].C([O-])(=O)C.O1CCOCC1. The product is [OH:18][C:14]1([C:12]2[S:13][C:9]([C:4]3[CH:3]=[C:2]([NH:1][C:26]4[N:31]=[C:30]([O:32][CH:33]5[CH2:34][N:35]([C:37]([O:39][C:40]([CH3:43])([CH3:42])[CH3:41])=[O:38])[CH2:36]5)[CH:29]=[CH:28][N:27]=4)[CH:7]=[C:6]([CH3:8])[CH:5]=3)=[CH:10][N:11]=2)[CH2:17][CH2:16][CH2:15]1. The yield is 0.750. (4) The reactants are [CH2:1]([OH:4])[CH:2]=[CH2:3].[H-].[Na+].[F:7][C:8]1[CH:9]=[C:10]([Br:15])[CH:11]=[C:12](F)[CH:13]=1. The catalyst is CC(N(C)C)=O. The product is [CH2:1]([O:4][C:12]1[CH:13]=[C:8]([F:7])[CH:9]=[C:10]([Br:15])[CH:11]=1)[CH:2]=[CH2:3]. The yield is 0.690. (5) The reactants are [S:1]1[CH:5]=[CH:4][C:3]2[CH:6]=[C:7]([C:10]3[C:15]([CH:16]([CH2:21][CH2:22][CH3:23])[C:17]([O:19]C)=[O:18])=[C:14]([CH3:24])[N:13]=[C:12]([C:25]4[CH:30]=[CH:29][CH:28]=[CH:27][CH:26]=4)[N:11]=3)[CH:8]=[CH:9][C:2]1=2.[OH-].[Na+]. The catalyst is CO. The product is [S:1]1[CH:5]=[CH:4][C:3]2[CH:6]=[C:7]([C:10]3[C:15]([CH:16]([CH2:21][CH2:22][CH3:23])[C:17]([OH:19])=[O:18])=[C:14]([CH3:24])[N:13]=[C:12]([C:25]4[CH:26]=[CH:27][CH:28]=[CH:29][CH:30]=4)[N:11]=3)[CH:8]=[CH:9][C:2]1=2. The yield is 0.790. (6) The reactants are C([O:4][C:5]1[CH:10]=[CH:9][C:8]([C:11]2[S:12](=[O:23])(=[O:22])[C:13]3[C:18]([C:19](=[O:21])[CH:20]=2)=[CH:17][CH:16]=[CH:15][CH:14]=3)=[CH:7][CH:6]=1)(=O)C.C1COCC1.C([O-])([O-])=O.[K+].[K+].Cl. The catalyst is CO. The product is [OH:4][C:5]1[CH:10]=[CH:9][C:8]([C:11]2[S:12](=[O:23])(=[O:22])[C:13]3[C:18]([C:19](=[O:21])[CH:20]=2)=[CH:17][CH:16]=[CH:15][CH:14]=3)=[CH:7][CH:6]=1. The yield is 0.590. (7) The reactants are [CH2:1]([O:8][C:9]([N:11]1[CH2:16][CH2:15][CH:14]([OH:17])[CH:13]([N:18]=[N+]=[N-])[CH2:12]1)=[O:10])[C:2]1[CH:7]=[CH:6][CH:5]=[CH:4][CH:3]=1.C1(P(C2C=CC=CC=2)C2C=CC=CC=2)C=CC=CC=1.O.C(N(CC)CC)C.[C:48]([O:52][C:53](O[C:53]([O:52][C:48]([CH3:51])([CH3:50])[CH3:49])=[O:54])=[O:54])([CH3:51])([CH3:50])[CH3:49]. The product is [CH2:1]([O:8][C:9]([N:11]1[CH2:16][CH2:15][CH:14]([OH:17])[CH:13]([NH:18][C:53]([O:52][C:48]([CH3:51])([CH3:50])[CH3:49])=[O:54])[CH2:12]1)=[O:10])[C:2]1[CH:7]=[CH:6][CH:5]=[CH:4][CH:3]=1. The yield is 0.760. The catalyst is C(OCC)(=O)C.C(Cl)Cl.C1COCC1.